From a dataset of Catalyst prediction with 721,799 reactions and 888 catalyst types from USPTO. Predict which catalyst facilitates the given reaction. Reactant: [C:1](=[O:35])([O:33][CH3:34])[O:2][C:3]1[CH:8]=[C:7]([NH:9][C:10]([CH:12]2[O:17][C:16]3[CH:18]=[CH:19][C:20]([O:22][C:23]([F:26])([F:25])[F:24])=[CH:21][C:15]=3[NH:14][CH2:13]2)=[O:11])[C:6](Br)=[CH:5][C:4]=1[CH:28]1[CH2:32][CH2:31][CH2:30][CH2:29]1.C(N(CC)CC)C.[CH2:43]([OH:46])[C:44]#[CH:45].C([O-])(O)=O.[Na+]. Product: [C:1](=[O:35])([O:33][CH3:34])[O:2][C:3]1[CH:8]=[C:7]([NH:9][C:10]([CH:12]2[O:17][C:16]3[CH:18]=[CH:19][C:20]([O:22][C:23]([F:26])([F:25])[F:24])=[CH:21][C:15]=3[NH:14][CH2:13]2)=[O:11])[C:6]([C:45]#[C:44][CH2:43][OH:46])=[CH:5][C:4]=1[CH:28]1[CH2:32][CH2:31][CH2:30][CH2:29]1. The catalyst class is: 538.